From a dataset of Reaction yield outcomes from USPTO patents with 853,638 reactions. Predict the reaction yield, written as a fraction of the theoretical maximum amount of product (1.0 means a 100% yield; for example, 0.34 means a 34% yield). (1) The yield is 0.750. The product is [F:88][C:45]([F:87])([F:44])[C:46]1[CH:47]=[C:48]([CH:80]=[C:81]([C:83]([F:86])([F:85])[F:84])[CH:82]=1)[CH2:49][N:50]([CH2:57][C:58]1[CH:63]=[C:62]([C:64]([F:65])([F:66])[F:67])[CH:61]=[CH:60][C:59]=1[C@H:68]([N:72]1[CH2:73][CH2:74][CH:75]([C:78]([OH:18])=[O:79])[CH2:76][CH2:77]1)[CH:69]([CH3:70])[CH3:71])[C:51]1[N:52]=[N:53][N:54]([CH3:56])[N:55]=1. The reactants are FC(F)(F)C1C=C(C=C(C(F)(F)F)C=1)CN(CC1C=C(C(F)(F)F)C=CC=1C=[O:18])C1N=NN(C)N=1.OCC1CCNCC1.[F:44][C:45]([F:88])([F:87])[C:46]1[CH:47]=[C:48]([CH:80]=[C:81]([C:83]([F:86])([F:85])[F:84])[CH:82]=1)[CH2:49][N:50]([CH2:57][C:58]1[CH:63]=[C:62]([C:64]([F:67])([F:66])[F:65])[CH:61]=[CH:60][C:59]=1[C@H:68]([N:72]1[CH2:77][CH2:76][CH:75]([CH2:78][OH:79])[CH2:74][CH2:73]1)[CH:69]([CH3:71])[CH3:70])[C:51]1[N:52]=[N:53][N:54]([CH3:56])[N:55]=1.C(N(C(C)C)CC)(C)C. The catalyst is C(O)C.C(Cl)Cl.C(Cl)(=O)C(Cl)=O.CS(C)=O. (2) The reactants are [C:1]([O:5][C:6]([NH:8][C@H:9]1[CH2:14][CH2:13][CH2:12][CH2:11][C@H:10]1[NH:15][C:16]1[N:21]=[C:20](Cl)[C:19]2[C:23](=[O:33])[N:24]([C:26]([O:28][C:29]([CH3:32])([CH3:31])[CH3:30])=[O:27])[CH2:25][C:18]=2[C:17]=1[F:34])=[O:7])([CH3:4])([CH3:3])[CH3:2].C([Sn](CCCC)(CCCC)[C:40]1[S:48][C:43]2=[N:44][CH:45]=[CH:46][CH:47]=[C:42]2[CH:41]=1)CCC. The catalyst is C1(C)C=CC=CC=1.CCOC(C)=O.C([O-])(O)=O.[Na+].C1C=CC([P]([Pd]([P](C2C=CC=CC=2)(C2C=CC=CC=2)C2C=CC=CC=2)([P](C2C=CC=CC=2)(C2C=CC=CC=2)C2C=CC=CC=2)[P](C2C=CC=CC=2)(C2C=CC=CC=2)C2C=CC=CC=2)(C2C=CC=CC=2)C2C=CC=CC=2)=CC=1. The product is [C:1]([O:5][C:6]([NH:8][C@H:9]1[CH2:14][CH2:13][CH2:12][CH2:11][C@H:10]1[NH:15][C:16]1[N:21]=[C:20]([C:40]2[S:48][C:43]3=[N:44][CH:45]=[CH:46][CH:47]=[C:42]3[CH:41]=2)[C:19]2[C:23](=[O:33])[N:24]([C:26]([O:28][C:29]([CH3:32])([CH3:31])[CH3:30])=[O:27])[CH2:25][C:18]=2[C:17]=1[F:34])=[O:7])([CH3:4])([CH3:3])[CH3:2]. The yield is 0.350. (3) The reactants are [Br:1][C:2]1[S:6][C:5]([CH2:7][CH2:8][O:9][Si:10]([CH:17]([CH3:19])[CH3:18])([CH:14]([CH3:16])[CH3:15])[CH:11]([CH3:13])[CH3:12])=[CH:4][CH:3]=1.[Li+].CC([N-]C(C)C)C.C1C(=O)N([I:35])C(=O)C1. The catalyst is C1COCC1. The yield is 0.610. The product is [Br:1][C:2]1[S:6][C:5]([CH2:7][CH2:8][O:9][Si:10]([CH:11]([CH3:13])[CH3:12])([CH:17]([CH3:19])[CH3:18])[CH:14]([CH3:16])[CH3:15])=[CH:4][C:3]=1[I:35]. (4) The reactants are Br[C:2]1[CH:3]=[C:4]([S:8]([NH:11][C:12]2[CH:21]=[CH:20][C:15]([C:16]([O:18][CH3:19])=[O:17])=[C:14]([OH:22])[CH:13]=2)(=[O:10])=[O:9])[S:5][C:6]=1[Cl:7].[F:23][C:24]1[CH:25]=[CH:26][C:27]([O:33][CH3:34])=[C:28](B(O)O)[CH:29]=1. No catalyst specified. The product is [Cl:7][C:6]1[S:5][C:4]([S:8]([NH:11][C:12]2[CH:21]=[CH:20][C:15]([C:16]([O:18][CH3:19])=[O:17])=[C:14]([OH:22])[CH:13]=2)(=[O:10])=[O:9])=[CH:3][C:2]=1[C:26]1[CH:25]=[C:24]([F:23])[CH:29]=[CH:28][C:27]=1[O:33][CH3:34]. The yield is 0.500. (5) The reactants are I[C:2]1[C:10]2[C:5](=[N:6][CH:7]=[CH:8][CH:9]=2)[N:4]([Si](C(C)C)(C(C)C)C(C)C)[CH:3]=1.C([Mg]Cl)(C)C.[C:26]([O:30][C:31](=[O:49])[N:32](CC1C=CC=CC=1F)[C:33]1[CH:38]=[CH:37][C:36]([CH:39]=[O:40])=[CH:35][N:34]=1)([CH3:29])([CH3:28])[CH3:27].[F:50][C:51]1[CH:58]=[CH:57][CH:56]=[CH:55][C:52]=1[CH:53]=O.[Cl-].[NH4+]. The catalyst is O1CCCC1. The product is [C:26]([O:30][C:31](=[O:49])[NH:32][CH:33]1[CH:38]=[CH:37][C:36]([C:39]([C:2]2[C:10]3[C:5](=[N:6][CH:7]=[CH:8][CH:9]=3)[NH:4][CH:3]=2)=[O:40])=[CH:35][N:34]1[CH2:53][C:52]1[CH:55]=[CH:56][CH:57]=[CH:58][C:51]=1[F:50])([CH3:29])([CH3:27])[CH3:28]. The yield is 0.260. (6) The reactants are S(Cl)([Cl:3])=O.[Cl:5][C:6]1[CH:11]=[CH:10][C:9]([NH:12][C:13]2[N:18]=[CH:17][C:16]([CH2:19]O)=[CH:15][N:14]=2)=[CH:8][CH:7]=1. The catalyst is C(Cl)Cl. The product is [Cl:3][CH2:19][C:16]1[CH:15]=[N:14][C:13]([NH:12][C:9]2[CH:10]=[CH:11][C:6]([Cl:5])=[CH:7][CH:8]=2)=[N:18][CH:17]=1. The yield is 0.990.